From a dataset of Catalyst prediction with 721,799 reactions and 888 catalyst types from USPTO. Predict which catalyst facilitates the given reaction. (1) Reactant: [OH:1][CH:2]([C:13]1[C:21]2[C:16](=[CH:17][CH:18]=[CH:19][CH:20]=2)[N:15]2[CH2:22][N:23]([CH3:26])[CH2:24][CH2:25][C:14]=12)[C:3]1[CH:12]=[CH:11][C:6]([C:7]([O:9][CH3:10])=[O:8])=[CH:5][CH:4]=1.CC(OI1(OC(C)=O)(OC(C)=O)OC(=O)C2C=CC=CC1=2)=O. Product: [CH3:26][N:23]1[CH2:24][CH2:25][C:14]2=[C:13]([C:2]([C:3]3[CH:12]=[CH:11][C:6]([C:7]([O:9][CH3:10])=[O:8])=[CH:5][CH:4]=3)=[O:1])[C:21]3[C:16]([N:15]2[CH2:22]1)=[CH:17][CH:18]=[CH:19][CH:20]=3. The catalyst class is: 2. (2) Reactant: Cl[C:2]1[C:3](=[O:10])[O:4][C:5]([CH3:9])=[C:6]([Cl:8])[N:7]=1.[N+:11]([C:14]1[CH:20]=[CH:19][C:17]([NH2:18])=[CH:16][CH:15]=1)([O-:13])=[O:12].O. Product: [Cl:8][C:6]1[N:7]=[C:2]([NH:18][C:17]2[CH:19]=[CH:20][C:14]([N+:11]([O-:13])=[O:12])=[CH:15][CH:16]=2)[C:3](=[O:10])[O:4][C:5]=1[CH3:9]. The catalyst class is: 7. (3) Reactant: CC(C)([O-])C.[K+].[C:7]([CH2:9]P(=O)(OCC)OCC)#[N:8].[CH:18]([CH:20]1[CH2:25][CH2:24][N:23]([C:26]([O:28][C:29]([CH3:32])([CH3:31])[CH3:30])=[O:27])[CH2:22][CH2:21]1)=O. Product: [C:7]([CH:9]=[CH:18][CH:20]1[CH2:25][CH2:24][N:23]([C:26]([O:28][C:29]([CH3:32])([CH3:31])[CH3:30])=[O:27])[CH2:22][CH2:21]1)#[N:8]. The catalyst class is: 7. (4) Reactant: [N-:1]=[N+:2]=[N-:3].[Na+].[Br:5][C:6]1[CH:19]=[CH:18][C:9]([O:10][CH2:11][CH2:12][N:13]2[CH2:17][CH2:16][CH2:15][CH2:14]2)=[C:8]([CH2:20]Cl)[CH:7]=1.O. Product: [N:1]([CH2:20][C:8]1[CH:7]=[C:6]([Br:5])[CH:19]=[CH:18][C:9]=1[O:10][CH2:11][CH2:12][N:13]1[CH2:17][CH2:16][CH2:15][CH2:14]1)=[N+:2]=[N-:3]. The catalyst class is: 3. (5) Reactant: [C:1]([NH:4][CH2:5][CH2:6][C:7]1[C:8]([C:13]2[O:17][N:16]=[C:15]([C@@H:18]3[C@:23]([C:25]4[CH:30]=[CH:29][C:28]([F:31])=[C:27]([F:32])[CH:26]=4)([OH:24])[CH2:22][CH2:21][N:20](C(OC(C)(C)C)=O)[CH2:19]3)[C:14]=2[Br:40])=[N:9][CH:10]=[CH:11][CH:12]=1)(=[O:3])[CH3:2].Cl.O1CCOCC1. Product: [Br:40][C:14]1[C:15]([C@@H:18]2[C@:23]([C:25]3[CH:30]=[CH:29][C:28]([F:31])=[C:27]([F:32])[CH:26]=3)([OH:24])[CH2:22][CH2:21][NH:20][CH2:19]2)=[N:16][O:17][C:13]=1[C:8]1[C:7]([CH2:6][CH2:5][NH:4][C:1](=[O:3])[CH3:2])=[CH:12][CH:11]=[CH:10][N:9]=1. The catalyst class is: 2. (6) Reactant: Cl.[CH3:2][NH:3][C:4]([C:6]1[CH:7]=[CH:8][C:9]([CH2:12][CH2:13][C:14]([OH:16])=O)=[N:10][CH:11]=1)=[O:5].C(N(C(C)C)C(C)C)C.[NH2:26][CH2:27][C:28]([N:30]([C:32]1[CH:37]=[CH:36][C:35]([Cl:38])=[C:34]([CH2:39][O:40][C:41]2[C:49]3[N:48]=[C:47]([O:50][CH3:51])[N:46]([CH2:52][C:53]4[CH:58]=[CH:57][CH:56]=[CH:55][N:54]=4)[C:45]=3[CH:44]=[CH:43][CH:42]=2)[C:33]=1[Cl:59])[CH3:31])=[O:29].C1C=CC2N(O)N=NC=2C=1.CCN=C=NCCCN(C)C. Product: [NH4+:3].[Cl:59][C:33]1[C:34]([CH2:39][O:40][C:41]2[C:49]3[N:48]=[C:47]([O:50][CH3:51])[N:46]([CH2:52][C:53]4[CH:58]=[CH:57][CH:56]=[CH:55][N:54]=4)[C:45]=3[CH:44]=[CH:43][CH:42]=2)=[C:35]([Cl:38])[CH:36]=[CH:37][C:32]=1[N:30]([CH3:31])[C:28](=[O:29])[CH2:27][NH:26][C:14](=[O:16])[CH2:13][CH2:12][C:9]1[CH:8]=[CH:7][C:6]([C:4]([NH:3][CH3:2])=[O:5])=[CH:11][N:10]=1. The catalyst class is: 4. (7) Reactant: [C:1]([N:5]1[CH2:10][CH2:9][C:8]([CH3:12])([CH3:11])[C:7]([C:13]([NH:15][C:16]2[CH:21]=[CH:20][CH:19]=[CH:18][CH:17]=2)=[O:14])=[CH:6]1)([CH3:4])([CH3:3])[CH3:2].[H-].[Na+].I[CH3:25]. Product: [C:1]([N:5]1[CH2:10][CH2:9][C:8]([CH3:12])([CH3:11])[C:7]([C:13]([N:15]([CH3:25])[C:16]2[CH:17]=[CH:18][CH:19]=[CH:20][CH:21]=2)=[O:14])=[CH:6]1)([CH3:2])([CH3:3])[CH3:4]. The catalyst class is: 18. (8) Reactant: CO[C:3]1[CH:4]=[C:5]([CH:8]=[CH:9][C:10]=1[N+:11]([O-:13])=[O:12])[C:6]#[N:7].[CH:14]1([CH2:17][CH2:18][NH2:19])[CH2:16][CH2:15]1. Product: [CH:14]1([CH2:17][CH2:18][NH:19][C:3]2[CH:4]=[C:5]([CH:8]=[CH:9][C:10]=2[N+:11]([O-:13])=[O:12])[C:6]#[N:7])[CH2:16][CH2:15]1. The catalyst class is: 13. (9) Reactant: B.O1CCCC1.[F:7][C:8]1[C:16]([F:17])=[CH:15][C:14]([N+:18]([O-:20])=[O:19])=[CH:13][C:9]=1[C:10](O)=[O:11]. Product: [F:7][C:8]1[C:16]([F:17])=[CH:15][C:14]([N+:18]([O-:20])=[O:19])=[CH:13][C:9]=1[CH2:10][OH:11]. The catalyst class is: 1. (10) Reactant: [CH3:1][O:2][C:3]1[C:8]2=[CH:9][CH:10]=[C:11]3[C:20]([N:19]=[C:18]4[C:13]([CH:14]=[CH:15][CH:16]=[C:17]4[C:21]([OH:23])=O)=[N:12]3)=[C:7]2[CH:6]=[CH:5][CH:4]=1.Cl.[NH2:25][C@@H:26]([CH2:29][N:30]([CH3:32])[CH3:31])[CH2:27][OH:28]. Product: [CH3:31][N:30]([CH3:32])[CH2:29][C@H:26]([NH:25][C:21]([C:17]1[C:18]2[C:13](=[N:12][C:11]3[C:20]([N:19]=2)=[C:7]2[CH:6]=[CH:5][CH:4]=[C:3]([O:2][CH3:1])[C:8]2=[CH:9][CH:10]=3)[CH:14]=[CH:15][CH:16]=1)=[O:23])[CH2:27][OH:28]. The catalyst class is: 66.